This data is from NCI-60 drug combinations with 297,098 pairs across 59 cell lines. The task is: Regression. Given two drug SMILES strings and cell line genomic features, predict the synergy score measuring deviation from expected non-interaction effect. (1) Drug 1: COC1=C(C=C2C(=C1)N=CN=C2NC3=CC(=C(C=C3)F)Cl)OCCCN4CCOCC4. Drug 2: C(=O)(N)NO. Cell line: BT-549. Synergy scores: CSS=11.5, Synergy_ZIP=-5.31, Synergy_Bliss=-0.276, Synergy_Loewe=-1.32, Synergy_HSA=0.880. (2) Drug 1: C1=NC2=C(N=C(N=C2N1C3C(C(C(O3)CO)O)F)Cl)N. Drug 2: C1=CN(C=N1)CC(O)(P(=O)(O)O)P(=O)(O)O. Cell line: 786-0. Synergy scores: CSS=7.41, Synergy_ZIP=-1.54, Synergy_Bliss=1.38, Synergy_Loewe=-10.8, Synergy_HSA=0.123. (3) Synergy scores: CSS=8.55, Synergy_ZIP=-0.706, Synergy_Bliss=-1.38, Synergy_Loewe=-49.8, Synergy_HSA=-1.43. Cell line: UACC-257. Drug 1: C1=CC=C(C(=C1)C(C2=CC=C(C=C2)Cl)C(Cl)Cl)Cl. Drug 2: CN(CC1=CN=C2C(=N1)C(=NC(=N2)N)N)C3=CC=C(C=C3)C(=O)NC(CCC(=O)O)C(=O)O. (4) Drug 1: COC1=CC(=CC(=C1O)OC)C2C3C(COC3=O)C(C4=CC5=C(C=C24)OCO5)OC6C(C(C7C(O6)COC(O7)C8=CC=CS8)O)O. Drug 2: COC1=C2C(=CC3=C1OC=C3)C=CC(=O)O2. Cell line: M14. Synergy scores: CSS=17.0, Synergy_ZIP=-4.75, Synergy_Bliss=-0.562, Synergy_Loewe=-18.6, Synergy_HSA=-3.53. (5) Drug 1: CS(=O)(=O)C1=CC(=C(C=C1)C(=O)NC2=CC(=C(C=C2)Cl)C3=CC=CC=N3)Cl. Drug 2: C1=NC2=C(N1)C(=S)N=C(N2)N. Cell line: KM12. Synergy scores: CSS=58.7, Synergy_ZIP=-1.86, Synergy_Bliss=-1.16, Synergy_Loewe=-11.2, Synergy_HSA=3.94. (6) Drug 1: CN(C)N=NC1=C(NC=N1)C(=O)N. Drug 2: CS(=O)(=O)CCNCC1=CC=C(O1)C2=CC3=C(C=C2)N=CN=C3NC4=CC(=C(C=C4)OCC5=CC(=CC=C5)F)Cl. Cell line: ACHN. Synergy scores: CSS=9.47, Synergy_ZIP=-5.93, Synergy_Bliss=-2.20, Synergy_Loewe=-5.10, Synergy_HSA=-0.375.